From a dataset of Retrosynthesis with 50K atom-mapped reactions and 10 reaction types from USPTO. Predict the reactants needed to synthesize the given product. Given the product CCC(=O)Nc1c(OC)ccc(C(=O)CC)c1O, predict the reactants needed to synthesize it. The reactants are: CCC(=O)Nc1c(OC)cccc1OC(=O)CC.